Predict which catalyst facilitates the given reaction. From a dataset of Catalyst prediction with 721,799 reactions and 888 catalyst types from USPTO. (1) Reactant: [OH:1][C@H:2]1[CH2:7][CH2:6][C@H:5]([N:8]2[CH2:12][CH2:11][C@:10]3([CH2:17][CH2:16][CH2:15][N:14]([C:18]4[C:23]([C:24]#[C:25][Si](C)(C)C)=[CH:22][CH:21]=[CH:20][N:19]=4)[CH2:13]3)[C:9]2=[O:30])[CH2:4][CH2:3]1.O.[OH-].[Li+].O1CCCC1. Product: [C:24]([C:23]1[C:18]([N:14]2[CH2:15][CH2:16][CH2:17][C@@:10]3([C:9](=[O:30])[N:8]([C@H:5]4[CH2:6][CH2:7][C@H:2]([OH:1])[CH2:3][CH2:4]4)[CH2:12][CH2:11]3)[CH2:13]2)=[N:19][CH:20]=[CH:21][CH:22]=1)#[CH:25]. The catalyst class is: 6. (2) Reactant: [NH:1]1[C:6]2[N:7]=[CH:8][CH:9]=[CH:10][C:5]=2[C:4](=[O:11])[O:3][C:2]1=[O:12].Cl[CH2:14][C:15]1[S:16][C:17]2[CH:23]=[CH:22][CH:21]=[CH:20][C:18]=2[N:19]=1.CCN(P1(N(C)CCCN1C)=NC(C)(C)C)CC. Product: [S:16]1[C:17]2[CH:23]=[CH:22][CH:21]=[CH:20][C:18]=2[N:19]=[C:15]1[CH2:14][N:1]1[C:6]2[N:7]=[CH:8][CH:9]=[CH:10][C:5]=2[C:4](=[O:11])[O:3][C:2]1=[O:12]. The catalyst class is: 10. (3) Reactant: [OH:1][N:2]=[C:3]([C:5]1[CH:10]=[CH:9][C:8]([CH3:11])=[CH:7][CH:6]=1)[NH2:4].[Cl:12][C:13]([Cl:24])([Cl:23])[C:14](O[C:14](=O)[C:13]([Cl:24])([Cl:23])[Cl:12])=O.O. Product: [CH3:11][C:8]1[CH:9]=[CH:10][C:5]([C:3]2[N:4]=[C:14]([C:13]([Cl:24])([Cl:23])[Cl:12])[O:1][N:2]=2)=[CH:6][CH:7]=1. The catalyst class is: 11. (4) Reactant: [Br:1][C:2]1[C:7]([CH3:8])=[CH:6][C:5]([OH:9])=[CH:4][C:3]=1[CH3:10].[CH2:20]1[CH2:25][CH2:24][CH:23](N=C=N[CH:20]2[CH2:25][CH2:24][CH2:23][CH2:22][CH2:21]2)[CH2:22][CH2:21]1. Product: [C:20]1([C:3]#[C:4][C:5]([O:9][C:5]2[CH:6]=[C:7]([CH3:8])[C:2]([Br:1])=[C:3]([CH3:10])[CH:4]=2)=[O:9])[CH:21]=[CH:22][CH:23]=[CH:24][CH:25]=1. The catalyst class is: 119. (5) Reactant: [NH2:1][C:2]1[C:11](I)=[CH:10][C:5]([C:6]([O:8][CH3:9])=[O:7])=[C:4]([Cl:13])[CH:3]=1.[C:14]([Si:16]([CH3:19])([CH3:18])[CH3:17])#[CH:15].CCN(CC)CC. Product: [NH2:1][C:2]1[C:11]([C:15]#[C:14][Si:16]([CH3:19])([CH3:18])[CH3:17])=[CH:10][C:5]([C:6]([O:8][CH3:9])=[O:7])=[C:4]([Cl:13])[CH:3]=1. The catalyst class is: 516.